Dataset: Catalyst prediction with 721,799 reactions and 888 catalyst types from USPTO. Task: Predict which catalyst facilitates the given reaction. (1) Reactant: [OH:1][C:2]1[CH:3]=[C:4]([CH:9]=[CH:10][C:11]=1[CH3:12])[C:5]([NH:7][NH2:8])=[O:6].NN.[C:15](OCC)(OCC)(OCC)[CH3:16]. Product: [CH3:12][C:11]1[CH:10]=[CH:9][C:4]([C:5]2[O:6][C:15]([CH3:16])=[N:8][N:7]=2)=[CH:3][C:2]=1[OH:1]. The catalyst class is: 113. (2) Reactant: [I:1][C:2]1[CH:3]=[CH:4][C:5]([Cl:11])=[C:6]([CH:10]=1)[C:7](O)=[O:8].[Cl:12]CCl.C(Cl)(=O)C(Cl)=O. Product: [Cl:11][C:5]1[CH:4]=[CH:3][C:2]([I:1])=[CH:10][C:6]=1[C:7]([Cl:12])=[O:8]. The catalyst class is: 3. (3) Reactant: [Cl:1][C:2]1[CH:9]=[CH:8][C:5]([CH:6]=[O:7])=[CH:4][C:3]=1[F:10].[CH3:11][Li]. Product: [Cl:1][C:2]1[CH:9]=[CH:8][C:5]([CH:6]([OH:7])[CH3:11])=[CH:4][C:3]=1[F:10]. The catalyst class is: 1. (4) Reactant: [CH3:1][O:2][C:3](=[O:24])[CH2:4][CH:5]1[C:9]2=[CH:10][C:11]3[C:12]([C:21]([CH3:23])=[CH2:22])=[CH:13][C:14]([S:17]([CH3:20])(=[O:19])=[O:18])=[CH:15][C:16]=3[N:8]2[CH2:7][CH2:6]1. Product: [CH3:1][O:2][C:3](=[O:24])[CH2:4][CH:5]1[C:9]2=[CH:10][C:11]3[C:12]([CH:21]([CH3:22])[CH3:23])=[CH:13][C:14]([S:17]([CH3:20])(=[O:19])=[O:18])=[CH:15][C:16]=3[N:8]2[CH2:7][CH2:6]1. The catalyst class is: 50. (5) Reactant: [OH:1][C:2]([C:4]([F:7])([F:6])[F:5])=[O:3].C[O:9][C:10]([CH2:12][N:13]1[C:17](=[O:18])[C:16]2([CH2:23][CH2:22][N:21]([C@H:24]3[CH2:29][CH2:28][C@H:27]([CH:30]([CH3:32])[CH3:31])[CH2:26][CH2:25]3)[CH2:20][CH2:19]2)[N:15]([C:33]2[CH:38]=[CH:37][CH:36]=[CH:35][CH:34]=2)[CH2:14]1)=[O:11]. Product: [CH:30]([C@@H:27]1[CH2:28][CH2:29][C@H:24]([N:21]2[CH2:20][CH2:19][C:16]3([N:15]([C:33]4[CH:38]=[CH:37][CH:36]=[CH:35][CH:34]=4)[CH2:14][NH:13][C:17]3=[O:18])[CH2:23][CH2:22]2)[CH2:25][CH2:26]1)([CH3:32])[CH3:31].[OH:3][C:2]([C:4]([F:7])([F:6])[F:5])=[O:1].[C:10]([OH:11])(=[O:9])[CH3:12]. The catalyst class is: 494. (6) Reactant: [O:1]=[CH:2][C@@H:3]([C@H:5]([C@H:7]([CH2:9][OH:10])[OH:8])[OH:6])[OH:4].Cl.[CH3:12]O. Product: [O:1]([CH3:12])[C@H:2]1[O:10][CH2:9][C@H:7]([OH:8])[C@H:5]([OH:6])[C@H:3]1[OH:4]. The catalyst class is: 5.